This data is from Forward reaction prediction with 1.9M reactions from USPTO patents (1976-2016). The task is: Predict the product of the given reaction. (1) Given the reactants Cl.O1CCOCC1.[Si]([O:15][C@H:16]1[CH2:20][CH2:19][N:18]([CH2:21][C:22]2[CH:27]=[CH:26][C:25]([CH:28]([F:30])[F:29])=[CH:24][CH:23]=2)[C:17]1=[O:31])(C(C)(C)C)(C)C, predict the reaction product. The product is: [F:30][CH:28]([F:29])[C:25]1[CH:24]=[CH:23][C:22]([CH2:21][N:18]2[CH2:19][CH2:20][C@H:16]([OH:15])[C:17]2=[O:31])=[CH:27][CH:26]=1. (2) The product is: [F:25][C:23]1[CH:22]=[C:4]([CH:3]=[C:2]([F:1])[CH:24]=1)[CH2:5][C@@H:6]1[CH2:11][C@@H:10]([C:12]2[O:16][NH:15][C:14](=[O:17])[CH:13]=2)[CH2:9][CH2:8][N:7]1[C:18]([O:20][CH3:21])=[O:19].[F:25][C:23]1[CH:22]=[C:4]([CH:3]=[C:2]([F:1])[CH:24]=1)[CH2:5][C@H:6]1[CH2:11][C@H:10]([C:12]2[O:16][NH:15][C:14](=[O:17])[CH:13]=2)[CH2:9][CH2:8][N:7]1[C:18]([O:20][CH3:21])=[O:19]. Given the reactants [F:1][C:2]1[CH:3]=[C:4]([CH:22]=[C:23]([F:25])[CH:24]=1)[CH2:5][C@H:6]1[CH2:11][C@H:10]([C:12]2[O:16][NH:15][C:14](=[O:17])[CH:13]=2)[CH2:9][CH2:8][N:7]1[C:18]([O:20][CH3:21])=[O:19].CCCCCCC.CC(O)C, predict the reaction product.